This data is from Forward reaction prediction with 1.9M reactions from USPTO patents (1976-2016). The task is: Predict the product of the given reaction. (1) Given the reactants [C:1]([O:4][C@@H:5]1[C@H:10]([O:11][C:12](=[O:14])[CH3:13])[C@@H:9]([O:15][C:16](=[O:18])[CH3:17])[C@H:8]([O:19][C:20]2[CH:28]=[C:27]3[C:23]([C@H:24]([CH2:52][Cl:53])[CH2:25][N:26]3[C:29](=[O:51])[CH2:30][CH2:31][CH2:32][C:33]([N:35]3[C:43]4[C:38](=[C:39]5[C:47]([CH3:48])=[CH:46][S:45][C:40]5=[C:41]([OH:44])[CH:42]=4)[C@H:37]([CH2:49][Cl:50])[CH2:36]3)=[O:34])=[C:22]3[C:54]([CH3:57])=[CH:55][S:56][C:21]=23)[O:7][C@@H:6]1[CH2:58][O:59][C:60](=[O:62])[CH3:61])(=[O:3])[CH3:2].Cl[C:64]([O:66][C:67]1[CH:72]=[CH:71][C:70]([N+:73]([O-:75])=[O:74])=[CH:69][CH:68]=1)=[O:65].CCN(CC)CC, predict the reaction product. The product is: [C:1]([O:4][C@@H:5]1[C@H:10]([O:11][C:12](=[O:14])[CH3:13])[C@@H:9]([O:15][C:16](=[O:18])[CH3:17])[C@H:8]([O:19][C:20]2[CH:28]=[C:27]3[C:23]([C@H:24]([CH2:52][Cl:53])[CH2:25][N:26]3[C:29](=[O:51])[CH2:30][CH2:31][CH2:32][C:33]([N:35]3[C:43]4[C:38](=[C:39]5[C:47]([CH3:48])=[CH:46][S:45][C:40]5=[C:41]([O:44][C:64]([O:66][C:67]5[CH:68]=[CH:69][C:70]([N+:73]([O-:75])=[O:74])=[CH:71][CH:72]=5)=[O:65])[CH:42]=4)[C@H:37]([CH2:49][Cl:50])[CH2:36]3)=[O:34])=[C:22]3[C:54]([CH3:57])=[CH:55][S:56][C:21]=23)[O:7][C@@H:6]1[CH2:58][O:59][C:60](=[O:62])[CH3:61])(=[O:3])[CH3:2]. (2) Given the reactants [C:1]([C:4]1[S:5][C:6](C(OC)=O)=[CH:7][C:8]=1[OH:9])(=[O:3])[CH3:2].[OH-].[Na+], predict the reaction product. The product is: [C:1]([C:4]1[S:5][CH:6]=[CH:7][C:8]=1[OH:9])(=[O:3])[CH3:2]. (3) Given the reactants [I:1][C:2]1[CH:3]=[C:4]([CH:8]=[CH:9][C:10]=1[CH3:11])[C:5]([OH:7])=O.S(Cl)(Cl)=O.CC[N:18]([CH:22]([CH3:24])[CH3:23])C(C)C.C1(N)CC1, predict the reaction product. The product is: [CH:22]1([NH:18][C:5](=[O:7])[C:4]2[CH:8]=[CH:9][C:10]([CH3:11])=[C:2]([I:1])[CH:3]=2)[CH2:24][CH2:23]1. (4) Given the reactants [C:1]([O:5][C:6]([N:8]1[C@H:13]([C:14]([OH:16])=O)[CH2:12][C@@H:11]2[C@H:9]1[CH2:10]2)=[O:7])([CH3:4])([CH3:3])[CH3:2].Cl.[NH2:18][CH:19]1[CH2:24][CH2:23][CH2:22][C:21]([CH3:26])([OH:25])[CH2:20]1.CCN(C(C)C)C(C)C.CCCP(=O)=O, predict the reaction product. The product is: [OH:25][C:21]1([CH3:26])[CH2:22][CH2:23][CH2:24][CH:19]([NH:18][C:14]([C@@H:13]2[CH2:12][C@@H:11]3[C@@H:9]([CH2:10]3)[N:8]2[C:6]([O:5][C:1]([CH3:2])([CH3:3])[CH3:4])=[O:7])=[O:16])[CH2:20]1. (5) Given the reactants [Cl:1][C:2]1[CH:7]=[C:6]([N:8]([C@@H:10]([CH3:13])[CH2:11]O)[CH3:9])[NH:5][C:4](=[O:14])[N:3]=1.C(N(CC)CC)C.CS(Cl)(=O)=O, predict the reaction product. The product is: [Cl:1][C:2]1[CH:7]=[C:6]2[N:8]([CH3:9])[C@@H:10]([CH3:13])[CH2:11][N:5]2[C:4](=[O:14])[N:3]=1. (6) Given the reactants [F:1][C:2]1[C:3]([NH:12][C:13]2[CH:18]=[CH:17][C:16]([C:19]#[C:20][Si](C)(C)C)=[CH:15][C:14]=2[F:25])=[C:4]([CH:8]=[CH:9][C:10]=1[F:11])[C:5]([OH:7])=[O:6].C([O-])([O-])=O.[K+].[K+], predict the reaction product. The product is: [F:1][C:2]1[C:3]([NH:12][C:13]2[CH:18]=[CH:17][C:16]([C:19]#[CH:20])=[CH:15][C:14]=2[F:25])=[C:4]([CH:8]=[CH:9][C:10]=1[F:11])[C:5]([OH:7])=[O:6]. (7) Given the reactants [Br:1][C:2]1[CH:7]=[CH:6][C:5]([S:8](Cl)(=[O:10])=[O:9])=[CH:4][CH:3]=1.[NH2:12][C@@H:13]([C:17]([O:19][C:20]([CH3:23])([CH3:22])[CH3:21])=[O:18])[CH:14]([CH3:16])[CH3:15].CCN(C(C)C)C(C)C, predict the reaction product. The product is: [C:20]([O:19][C:17](=[O:18])[CH:13]([NH:12][S:8]([C:5]1[CH:6]=[CH:7][C:2]([Br:1])=[CH:3][CH:4]=1)(=[O:10])=[O:9])[CH:14]([CH3:15])[CH3:16])([CH3:22])([CH3:21])[CH3:23]. (8) The product is: [NH2:1][C:2]1[N:6]([CH2:7][CH2:8][Cl:9])[N:5]=[CH:4][C:3]=1[C:10]([NH2:11])=[O:12]. Given the reactants [NH2:1][C:2]1[N:6]([CH2:7][CH2:8][Cl:9])[N:5]=[CH:4][C:3]=1[C:10]#[N:11].[OH:12]S(O)(=O)=O.[NH4+].[OH-], predict the reaction product.